From a dataset of Catalyst prediction with 721,799 reactions and 888 catalyst types from USPTO. Predict which catalyst facilitates the given reaction. (1) Reactant: Br[CH2:2][CH2:3][N:4]1[C:12]([S:13][C:14]2[CH:19]=[C:18]([Cl:20])[CH:17]=[C:16]([Cl:21])[CH:15]=2)=[N:11][C:10]2[C:5]1=[N:6][CH:7]=[N:8][C:9]=2[NH2:22].[CH:23]1([C@@H:26]([NH2:28])[CH3:27])[CH2:25][CH2:24]1. Product: [CH:23]1([C@@H:26]([NH:28][CH2:2][CH2:3][N:4]2[C:12]([S:13][C:14]3[CH:19]=[C:18]([Cl:20])[CH:17]=[C:16]([Cl:21])[CH:15]=3)=[N:11][C:10]3[C:5]2=[N:6][CH:7]=[N:8][C:9]=3[NH2:22])[CH3:27])[CH2:25][CH2:24]1. The catalyst class is: 3. (2) Reactant: Br[CH2:2][C:3]1[N:8]=[CH:7][C:6]([C:9]2[CH:18]=[CH:17][CH:16]=[CH:15][C:10]=2[C:11]([O:13][CH3:14])=[O:12])=[CH:5][CH:4]=1.[N-:19]=[N+:20]=[N-:21].[Na+]. Product: [N:19]([CH2:2][C:3]1[N:8]=[CH:7][C:6]([C:9]2[CH:18]=[CH:17][CH:16]=[CH:15][C:10]=2[C:11]([O:13][CH3:14])=[O:12])=[CH:5][CH:4]=1)=[N+:20]=[N-:21]. The catalyst class is: 3.